This data is from Full USPTO retrosynthesis dataset with 1.9M reactions from patents (1976-2016). The task is: Predict the reactants needed to synthesize the given product. (1) Given the product [CH:1]1([N:7]2[C:12](=[O:13])[C:11]([C:14]([OH:16])=[O:15])=[CH:10][N:9]=[C:8]2[C:19]2[CH:20]=[CH:21][CH:22]=[CH:23][CH:24]=2)[CH2:6][CH2:5][CH2:4][CH2:3][CH2:2]1, predict the reactants needed to synthesize it. The reactants are: [CH:1]1([N:7]2[C:12](=[O:13])[C:11]([C:14]([O:16]CC)=[O:15])=[CH:10][N:9]=[C:8]2[C:19]2[CH:24]=[CH:23][CH:22]=[CH:21][CH:20]=2)[CH2:6][CH2:5][CH2:4][CH2:3][CH2:2]1.[I-].[Li+]. (2) Given the product [CH3:1][O:2][C:3](=[O:19])[CH2:4][C:5]1[N:9]=[C:10]([C:12]2[CH:13]=[N:14][C:15]([Cl:18])=[CH:16][CH:17]=2)[O:11][C:6]=1[CH3:7], predict the reactants needed to synthesize it. The reactants are: [CH3:1][O:2][C:3](=[O:19])[CH2:4][CH:5]([NH:9][C:10]([C:12]1[CH:13]=[N:14][C:15]([Cl:18])=[CH:16][CH:17]=1)=[O:11])[C:6](=O)[CH3:7].S(=O)(=O)(O)O. (3) Given the product [CH2:24]([S:26]([C:29]1[CH:30]=[CH:31][C:32]([C:35]2[C:36]([F:42])=[CH:37][CH:38]=[C:39]([B:15]3[O:16][C:17]([CH3:22])([CH3:23])[C:18]([CH3:20])([CH3:21])[O:19]3)[CH:40]=2)=[CH:33][CH:34]=1)(=[O:27])=[O:28])[CH3:25], predict the reactants needed to synthesize it. The reactants are: C([O-])(=O)C.[K+].[B:15]1([B:15]2[O:19][C:18]([CH3:21])([CH3:20])[C:17]([CH3:23])([CH3:22])[O:16]2)[O:19][C:18]([CH3:21])([CH3:20])[C:17]([CH3:23])([CH3:22])[O:16]1.[CH2:24]([S:26]([C:29]1[CH:34]=[CH:33][C:32]([C:35]2[CH:40]=[C:39](Br)[CH:38]=[CH:37][C:36]=2[F:42])=[CH:31][CH:30]=1)(=[O:28])=[O:27])[CH3:25].